This data is from Forward reaction prediction with 1.9M reactions from USPTO patents (1976-2016). The task is: Predict the product of the given reaction. Given the reactants [CH3:1][S:2](OCC1C=CN(CC[C@H]2O[C@H](C3C=CC=C(OC)C=3OC)C3C=C(Cl)C=CC=3N3C=CC=C23)N=1)(=[O:4])=[O:3].[CH3:39][O:40][C:41]1[CH:55]=[CH:54][C:44]([CH2:45][N:46]2[N:50]=[N:49][C:48]([CH2:51][CH2:52][OH:53])=[N:47]2)=[CH:43][CH:42]=1.CS(Cl)(=O)=O, predict the reaction product. The product is: [CH3:1][S:2]([O:53][CH2:52][CH2:51][C:48]1[N:49]=[N:50][N:46]([CH2:45][C:44]2[CH:54]=[CH:55][C:41]([O:40][CH3:39])=[CH:42][CH:43]=2)[N:47]=1)(=[O:4])=[O:3].